From a dataset of Full USPTO retrosynthesis dataset with 1.9M reactions from patents (1976-2016). Predict the reactants needed to synthesize the given product. (1) The reactants are: [F:1][C:2]1[CH:3]=[C:4]([CH:16]=[CH:17][CH:18]=1)[CH2:5][N:6]1[C:14]2[C:9](=[CH:10][C:11]([NH2:15])=[CH:12][CH:13]=2)[CH:8]=[N:7]1.[Cl:19][C:20]1[C:29]2[C:24](=[CH:25][CH:26]=[C:27]([C:30]3[O:31][C:32]([CH3:35])=[N:33][N:34]=3)[CH:28]=2)[N:23]=[CH:22][N:21]=1. Given the product [ClH:19].[F:1][C:2]1[CH:3]=[C:4]([CH:16]=[CH:17][CH:18]=1)[CH2:5][N:6]1[C:14]2[C:9](=[CH:10][C:11]([NH:15][C:20]3[C:29]4[C:24](=[CH:25][CH:26]=[C:27]([C:30]5[O:31][C:32]([CH3:35])=[N:33][N:34]=5)[CH:28]=4)[N:23]=[CH:22][N:21]=3)=[CH:12][CH:13]=2)[CH:8]=[N:7]1, predict the reactants needed to synthesize it. (2) Given the product [F:45][C:40]1[CH:41]=[CH:42][CH:43]=[C:38]([O:46][CH3:47])[C:39]=1[C:2]1[C:3]2[C:7]([CH:8]=[CH:9][CH:10]=1)=[N:6][N:5]1[C:11]([CH:16]3[CH2:17][CH2:18][N:19]([C:22]([O:24][C:25]([CH3:27])([CH3:26])[CH3:28])=[O:23])[CH2:20][CH2:21]3)=[CH:12][C:13](=[O:15])[NH:14][C:4]=21, predict the reactants needed to synthesize it. The reactants are: Br[C:2]1[C:3]2[C:7]([CH:8]=[CH:9][CH:10]=1)=[N:6][N:5]1[C:11]([CH:16]3[CH2:21][CH2:20][N:19]([C:22]([O:24][C:25]([CH3:28])([CH3:27])[CH3:26])=[O:23])[CH2:18][CH2:17]3)=[CH:12][C:13](=[O:15])[NH:14][C:4]=21.P([O-])([O-])([O-])=O.[K+].[K+].[K+].Br[C:38]1[CH:43]=[C:42](F)[CH:41]=[C:40]([F:45])[CH:39]=1.[O:46]1CCC[CH2:47]1. (3) Given the product [N:1]1[C:6]2[NH:7][C:8]3[C:13]([C:5]=2[CH:4]=[CH:3][CH:2]=1)=[CH:12][C:11]([CH2:14][OH:15])=[CH:10][CH:9]=3, predict the reactants needed to synthesize it. The reactants are: [N:1]1[C:6]2[NH:7][C:8]3[C:13]([C:5]=2[CH:4]=[CH:3][CH:2]=1)=[CH:12][C:11]([C:14](OC)=[O:15])=[CH:10][CH:9]=3.[H-].[Al+3].[Li+].[H-].[H-].[H-].CCOCC.O.